Predict the reaction yield, written as a fraction of the theoretical maximum amount of product (1.0 means a 100% yield; for example, 0.34 means a 34% yield). From a dataset of Reaction yield outcomes from USPTO patents with 853,638 reactions. (1) The catalyst is C1COCC1. The product is [CH2:1]([N:8]1[C:13](=[O:14])[C:12]([O:33][C:30]2[CH:31]=[CH:32][C:27]([Cl:26])=[CH:28][CH:29]=2)=[C:11]([C:16]2[CH:21]=[CH:20][C:19]([S:22]([CH3:25])(=[O:24])=[O:23])=[CH:18][CH:17]=2)[CH:10]=[N:9]1)[C:2]1[CH:7]=[CH:6][CH:5]=[CH:4][CH:3]=1. The yield is 0.820. The reactants are [CH2:1]([N:8]1[C:13](=[O:14])[C:12](Cl)=[C:11]([C:16]2[CH:21]=[CH:20][C:19]([S:22]([CH3:25])(=[O:24])=[O:23])=[CH:18][CH:17]=2)[CH:10]=[N:9]1)[C:2]1[CH:7]=[CH:6][CH:5]=[CH:4][CH:3]=1.[Cl:26][C:27]1[CH:32]=[CH:31][C:30]([OH:33])=[CH:29][CH:28]=1.[H-].[Na+]. (2) The product is [Br:14][C:12]1[CH:11]=[C:6]([CH:5]=[C:4]([CH2:1][CH3:2])[CH:13]=1)[C:7]([OH:9])=[O:8]. The reactants are [C:1]([C:4]1[CH:5]=[C:6]([CH:11]=[C:12]([Br:14])[CH:13]=1)[C:7]([O:9]C)=[O:8])(=O)[CH3:2].[OH-].[K+].O.NN.Cl. The catalyst is C(O)CO.O. The yield is 0.890. (3) The reactants are [F:1][C:2]1[CH:7]=[CH:6][CH:5]=[CH:4][C:3]=1[N:8]1[C:16]2[C:11](=[C:12]([N:17]3[CH:21]=[CH:20][N:19]([CH2:22][C:23]([OH:25])=O)[C:18]3=[O:26])[CH:13]=[CH:14][CH:15]=2)[CH:10]=[N:9]1.Cl.[F:28][C@H:29]1[CH2:33][CH2:32][NH:31][CH2:30]1.C(N(C(C)C)C(C)C)C.CN(C(ON1N=NC2C=CC=NC1=2)=[N+](C)C)C.F[P-](F)(F)(F)(F)F. The catalyst is O1CCCC1. The product is [F:1][C:2]1[CH:7]=[CH:6][CH:5]=[CH:4][C:3]=1[N:8]1[C:16]2[C:11](=[C:12]([N:17]3[CH:21]=[CH:20][N:19]([CH2:22][C:23]([N:31]4[CH2:32][CH2:33][C@H:29]([F:28])[CH2:30]4)=[O:25])[C:18]3=[O:26])[CH:13]=[CH:14][CH:15]=2)[CH:10]=[N:9]1. The yield is 0.400.